This data is from Catalyst prediction with 721,799 reactions and 888 catalyst types from USPTO. The task is: Predict which catalyst facilitates the given reaction. Reactant: [H-].[Na+].[N:3]1([C:10]2[C:19]3[C:14](=[CH:15][C:16]([CH2:20][OH:21])=[CH:17][CH:18]=3)[N:13]=[C:12]([CH3:22])[CH:11]=2)[CH2:9][CH2:8][CH2:7][CH2:6][CH2:5][CH2:4]1.F[C:24]1[CH:31]=[CH:30][C:27]([C:28]#[N:29])=[CH:26][CH:25]=1. Product: [N:3]1([C:10]2[C:19]3[C:14](=[CH:15][C:16]([CH2:20][O:21][C:24]4[CH:31]=[CH:30][C:27]([C:28]#[N:29])=[CH:26][CH:25]=4)=[CH:17][CH:18]=3)[N:13]=[C:12]([CH3:22])[CH:11]=2)[CH2:4][CH2:5][CH2:6][CH2:7][CH2:8][CH2:9]1. The catalyst class is: 9.